Dataset: Reaction yield outcomes from USPTO patents with 853,638 reactions. Task: Predict the reaction yield, written as a fraction of the theoretical maximum amount of product (1.0 means a 100% yield; for example, 0.34 means a 34% yield). (1) The reactants are [C:1]([O:5][C:6]([N:8]1[CH2:12][CH2:11][C@H:10]([O:13][C:14]2[N:23]=[CH:22][C:17]3[O:18][CH2:19][CH2:20][NH:21][C:16]=3[CH:15]=2)[CH2:9]1)=[O:7])([CH3:4])([CH3:3])[CH3:2].Br[C:25]1[CH:26]=[C:27]([C:33]([F:36])([F:35])[F:34])[C:28]([O:31][CH3:32])=[N:29][CH:30]=1.CC(C1C=C(C(C)C)C(C2C=CC=CC=2P(C2CCCCC2)C2CCCCC2)=C(C(C)C)C=1)C.CC([O-])(C)C.[Na+]. The catalyst is O1CCOCC1.C1C=CC(/C=C/C(/C=C/C2C=CC=CC=2)=O)=CC=1.C1C=CC(/C=C/C(/C=C/C2C=CC=CC=2)=O)=CC=1.C1C=CC(/C=C/C(/C=C/C2C=CC=CC=2)=O)=CC=1.[Pd].[Pd]. The product is [C:1]([O:5][C:6]([N:8]1[CH2:12][CH2:11][C@H:10]([O:13][C:14]2[N:23]=[CH:22][C:17]3[O:18][CH2:19][CH2:20][N:21]([C:25]4[CH:30]=[N:29][C:28]([O:31][CH3:32])=[C:27]([C:33]([F:36])([F:35])[F:34])[CH:26]=4)[C:16]=3[CH:15]=2)[CH2:9]1)=[O:7])([CH3:4])([CH3:2])[CH3:3]. The yield is 0.510. (2) The reactants are O=C1C2C(=CC=C(N[C:12]([NH:14][C:15]3[CH:20]=[CH:19][C:18]([C:21]([F:24])([F:23])[F:22])=[CH:17][CH:16]=3)=[O:13])C=2)N(CCC)N1.C(N1C2C(=CC([N+]([O-])=O)=CC=2)C(=O)N1)C=C. No catalyst specified. The product is [F:22][C:21]([F:23])([F:24])[C:18]1[CH:17]=[CH:16][C:15]([N:14]=[C:12]=[O:13])=[CH:20][CH:19]=1. The yield is 0.790. (3) The reactants are [CH:1]1([C:4]2[C:5]([N:24]([C:29]3[CH:30]=[CH:31][C:32]([N+:40]([O-])=O)=[C:33]([CH2:35][C:36]([O:38][CH3:39])=[O:37])[CH:34]=3)[S:25]([CH3:28])(=[O:27])=[O:26])=[CH:6][C:7]3[O:11][C:10]([C:12]4[CH:17]=[CH:16][C:15]([F:18])=[CH:14][CH:13]=4)=[C:9]([C:19](=[O:22])[NH:20][CH3:21])[C:8]=3[CH:23]=2)[CH2:3][CH2:2]1. The catalyst is C1COCC1.[Pd]. The product is [NH2:40][C:32]1[CH:31]=[CH:30][C:29]([N:24]([C:5]2[C:4]([CH:1]3[CH2:2][CH2:3]3)=[CH:23][C:8]3[C:9]([C:19](=[O:22])[NH:20][CH3:21])=[C:10]([C:12]4[CH:13]=[CH:14][C:15]([F:18])=[CH:16][CH:17]=4)[O:11][C:7]=3[CH:6]=2)[S:25]([CH3:28])(=[O:27])=[O:26])=[CH:34][C:33]=1[CH2:35][C:36]([O:38][CH3:39])=[O:37]. The yield is 0.650. (4) The reactants are CO.C[O:4][C:5](=[O:30])[C:6]1[C:11]([NH:12][C:13](=[O:29])[CH:14]([NH:18][C:19]([O:21][CH2:22][C:23]2[CH:28]=[CH:27][CH:26]=[CH:25][CH:24]=2)=[O:20])[CH:15]([CH3:17])[CH3:16])=[CH:10][CH:9]=[N:8][CH:7]=1.[OH-].[Na+]. The catalyst is O. The product is [CH2:22]([O:21][C:19]([NH:18][CH:14]([CH:15]([CH3:17])[CH3:16])[C:13]([NH:12][C:11]1[C:6]([C:5]([OH:30])=[O:4])=[CH:7][N:8]=[CH:9][CH:10]=1)=[O:29])=[O:20])[C:23]1[CH:24]=[CH:25][CH:26]=[CH:27][CH:28]=1. The yield is 0.990. (5) The product is [C:13]([C:15]1[CH:16]=[C:17]([CH:21]([O:29][N:31]2[C:35](=[O:36])[C:34]3[C:33](=[CH:40][CH:39]=[CH:38][CH:37]=3)[C:32]2=[O:41])[C:22]([O:24][C:25]([CH3:26])([CH3:28])[CH3:27])=[O:23])[CH:18]=[CH:19][CH:20]=1)#[N:14]. The yield is 0.800. The catalyst is C1COCC1. The reactants are N(C(OCC)=O)=NC(OCC)=O.[C:13]([C:15]1[CH:16]=[C:17]([CH:21]([OH:29])[C:22]([O:24][C:25]([CH3:28])([CH3:27])[CH3:26])=[O:23])[CH:18]=[CH:19][CH:20]=1)#[N:14].O[N:31]1[C:35](=[O:36])[C:34]2=[CH:37][CH:38]=[CH:39][CH:40]=[C:33]2[C:32]1=[O:41].C1(P(C2C=CC=CC=2)C2C=CC=CC=2)C=CC=CC=1.